Dataset: Full USPTO retrosynthesis dataset with 1.9M reactions from patents (1976-2016). Task: Predict the reactants needed to synthesize the given product. (1) Given the product [CH3:7][O:8][C:9]1[CH:14]=[CH:13][C:12]([C@@H:15]2[C@@H:20]([O:21][CH2:22][C:23]3[CH:24]=[CH:25][C:26]4[O:31][CH2:30][CH2:29][N:28]([CH2:32][CH2:33][CH2:34][O:35][CH3:36])[C:27]=4[CH:37]=3)[CH2:19][N:18]([S:38]([C:41]3[CH:42]=[CH:43][C:44]([CH3:47])=[CH:45][CH:46]=3)(=[O:39])=[O:40])[CH2:17][C@H:16]2[O:48][CH2:3][CH2:2][C:1]([O:5][CH3:6])=[O:4])=[CH:11][CH:10]=1, predict the reactants needed to synthesize it. The reactants are: [C:1]([O:5][CH3:6])(=[O:4])[CH:2]=[CH2:3].[CH3:7][O:8][C:9]1[CH:14]=[CH:13][C:12]([C@@H:15]2[C@@H:20]([O:21][CH2:22][C:23]3[CH:24]=[CH:25][C:26]4[O:31][CH2:30][CH2:29][N:28]([CH2:32][CH2:33][CH2:34][O:35][CH3:36])[C:27]=4[CH:37]=3)[CH2:19][N:18]([S:38]([C:41]3[CH:46]=[CH:45][C:44]([CH3:47])=[CH:43][CH:42]=3)(=[O:40])=[O:39])[CH2:17][C@H:16]2[OH:48])=[CH:11][CH:10]=1.N1CCCN2CCCCCC=12. (2) Given the product [CH2:1]([NH:4][C:5]1[N:6]=[C:7]([NH:15][CH2:16][CH:17]=[CH2:18])[C:8]2[S:13][CH:12]=[C:11]([NH:22][CH2:19][CH:20]=[CH2:21])[C:9]=2[N:10]=1)[CH:2]=[CH2:3], predict the reactants needed to synthesize it. The reactants are: [CH2:1]([NH:4][C:5]1[N:6]=[C:7]([NH:15][CH2:16][CH:17]=[CH2:18])[C:8]2[S:13][CH:12]=[C:11](Br)[C:9]=2[N:10]=1)[CH:2]=[CH2:3].[CH2:19]([NH2:22])[CH:20]=[CH2:21].C(=O)([O-])[O-].[K+].[K+]. (3) Given the product [Cl:1][C:2]1[CH:7]=[CH:6][CH:5]=[CH:4][C:3]=1[C:12]1[C:17]([CH2:18][OH:19])=[CH:16][CH:15]=[CH:14][N:13]=1, predict the reactants needed to synthesize it. The reactants are: [Cl:1][C:2]1[CH:7]=[CH:6][CH:5]=[CH:4][C:3]=1B(O)O.Cl[C:12]1[C:17]([CH2:18][OH:19])=[CH:16][CH:15]=[CH:14][N:13]=1.C(=O)(O)[O-].[Na+].O1CCOCC1. (4) Given the product [F:22][C:21]([F:23])=[CH:25][C:26]1[CH:31]=[CH:30][CH:29]=[CH:28][CH:27]=1, predict the reactants needed to synthesize it. The reactants are: C1(P(C2C=CC=CC=2)C2C=CC=CC=2)C=CC=CC=1.Br[C:21](Br)([F:23])[F:22].[CH:25](=O)[C:26]1[CH:31]=[CH:30][CH:29]=[CH:28][CH:27]=1. (5) Given the product [O:11]1[C:17]2[CH:18]=[CH:19][CH:20]=[CH:21][C:16]=2[N:15]=[C:9]1[C:8]1[CH:12]=[CH:13][C:5]([NH2:4])=[CH:6][C:7]=1[CH3:14], predict the reactants needed to synthesize it. The reactants are: C([NH:4][C:5]1[CH:13]=[CH:12][C:8]([C:9]([OH:11])=O)=[C:7]([CH3:14])[CH:6]=1)(=O)C.[NH2:15][C:16]1[CH:21]=[CH:20][CH:19]=[CH:18][C:17]=1O. (6) Given the product [C:17]([C:21]1[CH:22]=[CH:23][C:24]([NH:25][C:12](=[O:14])[C:11]2[CH:10]=[CH:9][C:8]([C:3]3[C:2]([Cl:1])=[CH:7][CH:6]=[CH:5][N:4]=3)=[CH:16][CH:15]=2)=[CH:26][CH:27]=1)([CH3:20])([CH3:18])[CH3:19], predict the reactants needed to synthesize it. The reactants are: [Cl:1][C:2]1[C:3]([C:8]2[CH:16]=[CH:15][C:11]([C:12]([OH:14])=O)=[CH:10][CH:9]=2)=[N:4][CH:5]=[CH:6][CH:7]=1.[C:17]([C:21]1[CH:27]=[CH:26][C:24]([NH2:25])=[CH:23][CH:22]=1)([CH3:20])([CH3:19])[CH3:18].CN([P+](ON1N=NC2C=CC=CC1=2)(N(C)C)N(C)C)C.F[P-](F)(F)(F)(F)F.C(N(CC)CC)C. (7) Given the product [CH3:22][C:16]1[CH:21]=[CH:20][CH:19]=[CH:18][C:17]=1[C:2](=[O:4])[C:1]([O:8][CH2:9][CH3:10])=[O:7], predict the reactants needed to synthesize it. The reactants are: [C:1]([O:8][CH2:9][CH3:10])(=[O:7])[C:2]([O:4]CC)=O.S(=O)(=O)(O)O.[C:16]1([CH3:22])[CH:21]=[CH:20][CH:19]=[CH:18][CH:17]=1.